Dataset: Full USPTO retrosynthesis dataset with 1.9M reactions from patents (1976-2016). Task: Predict the reactants needed to synthesize the given product. (1) Given the product [OH:13][C@@H:11]1[CH2:12][N:8]([C:6]([O:5][C:1]([CH3:2])([CH3:3])[CH3:4])=[O:7])[C@H:9]([C:14](=[O:16])[NH:46][CH2:45][C:44]2[C:40]([O:39][CH3:38])=[N:41][N:42]([C:47]3[CH:48]=[CH:49][C:50]([C:53]([F:56])([F:54])[F:55])=[CH:51][CH:52]=3)[CH:43]=2)[CH2:10]1, predict the reactants needed to synthesize it. The reactants are: [C:1]([O:5][C:6]([N:8]1[CH2:12][C@@H:11]([OH:13])[CH2:10][C@H:9]1[C:14]([OH:16])=O)=[O:7])([CH3:4])([CH3:3])[CH3:2].CCN=C=NCCCN(C)C.C1C=CC2N(O)N=NC=2C=1.[CH3:38][O:39][C:40]1[C:44]([CH2:45][NH2:46])=[CH:43][N:42]([C:47]2[CH:52]=[CH:51][C:50]([C:53]([F:56])([F:55])[F:54])=[CH:49][CH:48]=2)[N:41]=1. (2) Given the product [Cl:1][C:2]1[CH:11]=[CH:10][C:9]2[C:4](=[CH:5][CH:6]=[C:7]([NH2:12])[CH:8]=2)[N:3]=1, predict the reactants needed to synthesize it. The reactants are: [Cl:1][C:2]1[CH:11]=[CH:10][C:9]2[C:4](=[CH:5][CH:6]=[C:7]([N+:12]([O-])=O)[CH:8]=2)[N:3]=1.[NH4+].[Cl-].CCO. (3) Given the product [CH3:44][C:2]([CH3:1])([CH2:6][C:7]1[N:11]([CH2:12][C:13]2[CH:18]=[CH:17][C:16]([C:46]3[CH:47]=[N:48][N:49]([CH3:51])[CH:50]=3)=[CH:15][CH:14]=2)[C:10]2[CH:28]=[CH:29][C:30]([O:32][CH2:33][C:34]3[CH:43]=[CH:42][C:41]4[C:36](=[CH:37][CH:38]=[CH:39][CH:40]=4)[N:35]=3)=[CH:31][C:9]=2[N:8]=1)[C:3]([OH:5])=[O:4], predict the reactants needed to synthesize it. The reactants are: [CH3:1][C:2]([CH3:44])([CH2:6][C:7]1[N:11]([CH2:12][C:13]2[CH:18]=[CH:17][C:16](B3OC(C)(C)C(C)(C)O3)=[CH:15][CH:14]=2)[C:10]2[CH:28]=[CH:29][C:30]([O:32][CH2:33][C:34]3[CH:43]=[CH:42][C:41]4[C:36](=[CH:37][CH:38]=[CH:39][CH:40]=4)[N:35]=3)=[CH:31][C:9]=2[N:8]=1)[C:3]([OH:5])=[O:4].Br[C:46]1[CH:47]=[N:48][N:49]([CH3:51])[CH:50]=1. (4) Given the product [F:1][C:2]1[CH:3]=[C:4]([C:12]2[CH:17]=[C:16]([C:18]([F:20])([F:21])[F:19])[N:15]3[N:22]=[CH:23][C:24]([C:25]4[O:26][N:35]=[C:33]([C:32]5[CH:37]=[CH:38][C:29]([NH2:28])=[N:30][CH:31]=5)[N:34]=4)=[C:14]3[N:13]=2)[CH:5]=[CH:6][C:7]=1[C:8]([F:9])([F:11])[F:10], predict the reactants needed to synthesize it. The reactants are: [F:1][C:2]1[CH:3]=[C:4]([C:12]2[CH:17]=[C:16]([C:18]([F:21])([F:20])[F:19])[N:15]3[N:22]=[CH:23][C:24]([C:25](O)=[O:26])=[C:14]3[N:13]=2)[CH:5]=[CH:6][C:7]=1[C:8]([F:11])([F:10])[F:9].[NH2:28][C:29]1[CH:38]=[CH:37][C:32]([C:33]([NH:35]O)=[NH:34])=[CH:31][N:30]=1. (5) The reactants are: [CH2:1]([C:3]1([CH2:21][OH:22])[CH2:8][O:7][C:6]2([CH2:13][C:12]([CH2:15][CH3:16])([CH3:14])[NH:11][C:10]([CH2:18][CH3:19])([CH3:17])[CH:9]2[CH3:20])[O:5][CH2:4]1)[CH3:2].[C:23](Cl)(=[O:41])[CH2:24][CH2:25][CH2:26][CH2:27][CH2:28][CH2:29][CH2:30][CH2:31][CH2:32][CH2:33][CH2:34][CH2:35][CH2:36][CH2:37][CH2:38][CH2:39][CH3:40]. Given the product [C:23]([O:22][CH2:21][C:3]1([CH2:1][CH3:2])[CH2:4][O:5][C:6]2([CH2:13][C:12]([CH2:15][CH3:16])([CH3:14])[N:11]([O:7][C:6](=[O:5])[CH3:9])[C:10]([CH2:18][CH3:19])([CH3:17])[CH:9]2[CH3:20])[O:7][CH2:8]1)(=[O:41])[CH2:24][CH2:25][CH2:26][CH2:27][CH2:28][CH2:29][CH2:30][CH2:31][CH2:32][CH2:33][CH2:34][CH2:35][CH2:36][CH2:37][CH2:38][CH2:39][CH3:40], predict the reactants needed to synthesize it. (6) Given the product [Cl:17][C:14]1[CH:15]=[CH:16][C:11]([C@H:10]([NH:19][C:20]([N:22]2[CH2:31][CH2:30][C:29]3[CH:28]=[N:27][C:26]([NH:32][CH:33]4[CH2:38][CH2:37][O:36][CH2:35][CH2:34]4)=[N:25][C:24]=3[CH2:23]2)=[O:21])[CH2:9][OH:8])=[CH:12][C:13]=1[F:18], predict the reactants needed to synthesize it. The reactants are: [Si]([O:8][CH2:9][C@@H:10]([NH:19][C:20]([N:22]1[CH2:31][CH2:30][C:29]2[CH:28]=[N:27][C:26]([NH:32][CH:33]3[CH2:38][CH2:37][O:36][CH2:35][CH2:34]3)=[N:25][C:24]=2[CH2:23]1)=[O:21])[C:11]1[CH:16]=[CH:15][C:14]([Cl:17])=[C:13]([F:18])[CH:12]=1)(C(C)(C)C)(C)C.Cl.[NH4+].[Cl-].